Dataset: Peptide-MHC class I binding affinity with 185,985 pairs from IEDB/IMGT. Task: Regression. Given a peptide amino acid sequence and an MHC pseudo amino acid sequence, predict their binding affinity value. This is MHC class I binding data. (1) The peptide sequence is YRYCHQLAL. The MHC is HLA-C06:02 with pseudo-sequence HLA-C06:02. The binding affinity (normalized) is 0.936. (2) The peptide sequence is LEFNSSLAI. The MHC is HLA-A02:12 with pseudo-sequence HLA-A02:12. The binding affinity (normalized) is 0.0847.